Dataset: Reaction yield outcomes from USPTO patents with 853,638 reactions. Task: Predict the reaction yield, written as a fraction of the theoretical maximum amount of product (1.0 means a 100% yield; for example, 0.34 means a 34% yield). (1) The reactants are [C:1]([C:3]1([C:16]2[CH:21]=[CH:20][CH:19]=[C:18]([C:22]3[CH:23]=[N:24][N:25]([CH3:27])[CH:26]=3)[CH:17]=2)[CH2:8][CH2:7][N:6]([C:9]([O:11][C:12]([CH3:15])([CH3:14])[CH3:13])=[O:10])[CH2:5][CH2:4]1)#[N:2]. The catalyst is C(O)(=O)C.[Pt](=O)=O. The product is [NH2:2][CH2:1][C:3]1([C:16]2[CH:21]=[CH:20][CH:19]=[C:18]([C:22]3[CH:23]=[N:24][N:25]([CH3:27])[CH:26]=3)[CH:17]=2)[CH2:4][CH2:5][N:6]([C:9]([O:11][C:12]([CH3:15])([CH3:14])[CH3:13])=[O:10])[CH2:7][CH2:8]1. The yield is 0.850. (2) The reactants are [C:1]1([CH:8]=[CH:7][C:5]([OH:6])=[CH:4][CH:3]=1)[OH:2].Br[CH2:10][CH:11]([CH2:16][CH3:17])[CH2:12][CH2:13][CH2:14][CH3:15].[OH-].[K+].[CH2:20]([CH:22]([CH2:25][CH2:26][CH2:27][CH3:28])[CH2:23]O)[CH3:21]. The catalyst is O. The product is [CH2:16]([CH:11]([CH2:12][CH2:13][CH2:14][CH3:15])[CH2:10][O:2][C:1]1[CH:8]=[CH:7][C:5]([O:6][CH2:23][CH:22]([CH2:20][CH3:21])[CH2:25][CH2:26][CH2:27][CH3:28])=[CH:4][CH:3]=1)[CH3:17]. The yield is 0.420. (3) The product is [CH2:29]([NH:31][C:32]([NH:1][C:2]1[N:28]=[C:5]2[CH:6]=[CH:7][C:8]([O:10][C:11]3[CH:12]=[C:13]([NH:18][C:19]([C:21]4[N:25]([CH3:26])[N:24]=[C:23]([CH3:27])[CH:22]=4)=[O:20])[CH:14]=[C:15]([CH3:17])[CH:16]=3)=[CH:9][N:4]2[N:3]=1)=[O:33])[CH3:30]. The reactants are [NH2:1][C:2]1[N:28]=[C:5]2[CH:6]=[CH:7][C:8]([O:10][C:11]3[CH:12]=[C:13]([NH:18][C:19]([C:21]4[N:25]([CH3:26])[N:24]=[C:23]([CH3:27])[CH:22]=4)=[O:20])[CH:14]=[C:15]([CH3:17])[CH:16]=3)=[CH:9][N:4]2[N:3]=1.[CH2:29]([N:31]=[C:32]=[O:33])[CH3:30]. The yield is 0.420. The catalyst is N1C=CC=CC=1.